The task is: Predict the product of the given reaction.. This data is from Forward reaction prediction with 1.9M reactions from USPTO patents (1976-2016). The product is: [CH3:1][O:2][C:3]1[CH:4]=[C:5]2[C:10](=[CH:11][C:12]=1[O:13][CH3:14])[N:9]=[CH:8][N:7]=[C:6]2[O:15][C:16]1[CH:22]=[CH:21][C:19]([NH:20][C:27](=[O:33])[O:26][CH:24]2[CH2:39][CH2:40][CH2:35][CH2:36][CH2:37]2)=[CH:18][CH:17]=1. Given the reactants [CH3:1][O:2][C:3]1[CH:4]=[C:5]2[C:10](=[CH:11][C:12]=1[O:13][CH3:14])[N:9]=[CH:8][N:7]=[C:6]2[O:15][C:16]1[CH:22]=[CH:21][C:19]([NH2:20])=[CH:18][CH:17]=1.Cl[C:24](Cl)([O:26][C:27](=[O:33])OC(Cl)(Cl)Cl)Cl.[CH:35]1(O)[CH2:40][CH2:39]C[CH2:37][CH2:36]1.C(=O)(O)[O-].[Na+], predict the reaction product.